Dataset: Catalyst prediction with 721,799 reactions and 888 catalyst types from USPTO. Task: Predict which catalyst facilitates the given reaction. Reactant: C([Li])CCC.Br[C:7]1[CH:15]=[CH:14][CH:13]=[C:12]2[C:8]=1[CH2:9][CH2:10][C@@H:11]2[O:16][Si:17]([C:20]([CH3:23])([CH3:22])[CH3:21])([CH3:19])[CH3:18].[F:24][C:25]([F:32])([F:31])[C:26](OCC)=[O:27]. Product: [C:20]([Si:17]([CH3:19])([CH3:18])[O:16][C@@H:11]1[C:12]2[C:8](=[C:7]([C:26](=[O:27])[C:25]([F:32])([F:31])[F:24])[CH:15]=[CH:14][CH:13]=2)[CH2:9][CH2:10]1)([CH3:23])([CH3:22])[CH3:21]. The catalyst class is: 7.